Dataset: Peptide-MHC class I binding affinity with 185,985 pairs from IEDB/IMGT. Task: Regression. Given a peptide amino acid sequence and an MHC pseudo amino acid sequence, predict their binding affinity value. This is MHC class I binding data. The peptide sequence is IDETCEHEY. The MHC is HLA-A26:01 with pseudo-sequence HLA-A26:01. The binding affinity (normalized) is 0.0412.